This data is from Full USPTO retrosynthesis dataset with 1.9M reactions from patents (1976-2016). The task is: Predict the reactants needed to synthesize the given product. (1) Given the product [C:20]1([S:26]([N:1]2[C:9]3[C:4](=[CH:5][CH:6]=[C:7]([C:10]([O:12][CH3:13])=[O:11])[CH:8]=3)[CH:3]=[CH:2]2)(=[O:28])=[O:27])[CH:25]=[CH:24][CH:23]=[CH:22][CH:21]=1, predict the reactants needed to synthesize it. The reactants are: [NH:1]1[C:9]2[C:4](=[CH:5][CH:6]=[C:7]([C:10]([O:12][CH3:13])=[O:11])[CH:8]=2)[CH:3]=[CH:2]1.C([O-])([O-])=O.[K+].[K+].[C:20]1([S:26](Cl)(=[O:28])=[O:27])[CH:25]=[CH:24][CH:23]=[CH:22][CH:21]=1. (2) Given the product [CH:1]([C@@H:4]1[CH2:24][CH2:23][C@@H:22]([CH3:25])[CH2:21][C@@:5]21[N:9]([CH3:26])[C:8](=[O:10])[N:7]([CH2:11][C:12](=[O:19])[C:13]1[CH:14]=[CH:15][CH:16]=[CH:17][CH:18]=1)[C:6]2=[O:20])([CH3:3])[CH3:2], predict the reactants needed to synthesize it. The reactants are: [CH:1]([C@@H:4]1[CH2:24][CH2:23][C@@H:22]([CH3:25])[CH2:21][C@@:5]21[NH:9][C:8](=[O:10])[N:7]([CH2:11][C:12](=[O:19])[C:13]1[CH:18]=[CH:17][CH:16]=[CH:15][CH:14]=1)[C:6]2=[O:20])([CH3:3])[CH3:2].[C:26]([O-])([O-])=O.[K+].[K+].CI. (3) Given the product [O:37]=[C:9]1[C:10]2[C:15](=[CH:14][C:13]([C:17]3[CH:18]=[CH:19][C:20]([NH:23][C:24]([NH:26][C:27]4[CH:32]=[CH:31][CH:30]=[C:29]([C:33]([F:34])([F:36])[F:35])[CH:28]=4)=[O:25])=[CH:21][CH:22]=3)=[CH:12][CH:11]=2)[CH2:16][N:8]1[C@@H:3]([CH3:2])[C:4]([O:6][CH3:7])=[O:5], predict the reactants needed to synthesize it. The reactants are: C[CH:2](C)[C@@H:3]([N:8]1[CH2:16][C:15]2[C:10](=[CH:11][CH:12]=[C:13]([C:17]3[CH:22]=[CH:21][C:20]([NH:23][C:24]([NH:26][C:27]4[CH:32]=[CH:31][CH:30]=[C:29]([C:33]([F:36])([F:35])[F:34])[CH:28]=4)=[O:25])=[CH:19][CH:18]=3)[CH:14]=2)[C:9]1=[O:37])[C:4]([O:6][CH3:7])=[O:5].BrC1C=C2C(=CC=1)C(=O)N([C@@H](C)C(OC)=O)C2.CC1(C)C(C)(C)OB(C2C=CC(NC(NC3C=CC=C(C(F)(F)F)C=3)=O)=CC=2)O1. (4) The reactants are: Cl[C:2]1[N:7]=[C:6]([NH:8][C:9]2[CH:18]=[CH:17][CH:16]=[CH:15][C:10]=2[C:11]([NH:13][CH3:14])=[O:12])[C:5]([Cl:19])=[CH:4][N:3]=1.Cl.Cl.[CH3:22][O:23][C:24]1[CH:30]=[C:29]([N:31]2[CH2:36][CH2:35][O:34][CH2:33][CH2:32]2)[CH:28]=[CH:27][C:25]=1[NH2:26].Cl.[OH-].[Na+]. Given the product [Cl:19][C:5]1[C:6]([NH:8][C:9]2[CH:18]=[CH:17][CH:16]=[CH:15][C:10]=2[C:11]([NH:13][CH3:14])=[O:12])=[N:7][C:2]([NH:26][C:25]2[CH:27]=[CH:28][C:29]([N:31]3[CH2:32][CH2:33][O:34][CH2:35][CH2:36]3)=[CH:30][C:24]=2[O:23][CH3:22])=[N:3][CH:4]=1, predict the reactants needed to synthesize it. (5) The reactants are: [C:1]([O:5][C:6]([NH:8][C@@H:9]([C:17]([OH:19])=O)[CH2:10][C:11]1[CH:16]=[CH:15][CH:14]=[CH:13][CH:12]=1)=[O:7])([CH3:4])([CH3:3])[CH3:2].CCN(C(C)C)C(C)C.CN(C(ON1N=NC2C=CC=CC1=2)=[N+](C)C)C.F[P-](F)(F)(F)(F)F.Cl.[CH3:54][O:55][C:56]1[CH:57]=[C:58]([C:64]2[CH2:73][C:68]3([CH2:72][CH2:71][CH2:70][CH2:69]3)[C:67](=[O:74])[N:66]([CH:75]3[CH2:80][CH2:79][NH:78][CH2:77][CH2:76]3)[N:65]=2)[CH:59]=[CH:60][C:61]=1[O:62][CH3:63]. Given the product [CH3:54][O:55][C:56]1[CH:57]=[C:58]([C:64]2[CH2:73][C:68]3([CH2:69][CH2:70][CH2:71][CH2:72]3)[C:67](=[O:74])[N:66]([CH:75]3[CH2:76][CH2:77][N:78]([C:17](=[O:19])[C@H:9]([NH:8][C:6](=[O:7])[O:5][C:1]([CH3:2])([CH3:3])[CH3:4])[CH2:10][C:11]4[CH:12]=[CH:13][CH:14]=[CH:15][CH:16]=4)[CH2:79][CH2:80]3)[N:65]=2)[CH:59]=[CH:60][C:61]=1[O:62][CH3:63], predict the reactants needed to synthesize it. (6) Given the product [Br:6][C:7]1[CH:15]=[C:14]2[C:10]([C:11]([OH:17])([CH:1]([CH3:3])[CH3:2])[C:12](=[O:16])[NH:13]2)=[CH:9][CH:8]=1, predict the reactants needed to synthesize it. The reactants are: [CH:1]([Mg]Cl)([CH3:3])[CH3:2].[Br:6][C:7]1[CH:15]=[C:14]2[C:10]([C:11](=[O:17])[C:12](=[O:16])[NH:13]2)=[CH:9][CH:8]=1. (7) Given the product [C:15]([N:13]1[C:14]2[CH:1]=[CH:2][CH:3]=[CH:4][C:5]=2[S:6][C:7]2[C:12]1=[CH:11][CH:10]=[CH:9][CH:8]=2)(=[O:17])[CH3:16], predict the reactants needed to synthesize it. The reactants are: [CH:1]1[C:14]2[NH:13][C:12]3[C:7](=[CH:8][CH:9]=[CH:10][CH:11]=3)[S:6][C:5]=2[CH:4]=[CH:3][CH:2]=1.[C:15](OC(=O)C)(=[O:17])[CH3:16].